The task is: Predict the product of the given reaction.. This data is from Forward reaction prediction with 1.9M reactions from USPTO patents (1976-2016). (1) Given the reactants Cl[C:2]([C:9]1[C:10]([O:25][CH2:26][CH3:27])=[CH:11][C:12]([C:15]2[C:20]([CH2:21][CH3:22])=[CH:19][CH:18]=[CH:17][C:16]=2[CH2:23][CH3:24])=[N:13][CH:14]=1)([CH2:6][CH2:7][CH3:8])[CH2:3][CH2:4][CH3:5].[NH:28]1[CH2:33][CH2:32][O:31][CH2:30][CH2:29]1, predict the reaction product. The product is: [CH2:23]([C:16]1[CH:17]=[CH:18][CH:19]=[C:20]([CH2:21][CH3:22])[C:15]=1[C:12]1[N:13]=[CH:14][C:9]([C:2]([N:28]2[CH2:33][CH2:32][O:31][CH2:30][CH2:29]2)([CH2:6][CH2:7][CH3:8])[CH2:3][CH2:4][CH3:5])=[C:10]([O:25][CH2:26][CH3:27])[CH:11]=1)[CH3:24]. (2) Given the reactants [C:1]([O:5][C:6](=[O:9])[CH2:7][NH2:8])([CH3:4])([CH3:3])[CH3:2].[CH3:10][CH2:11][C:12](=O)[CH2:13][CH3:14], predict the reaction product. The product is: [C:1]([O:5][C:6](=[O:9])[CH2:7][N:8]=[C:12]([CH2:13][CH3:14])[CH2:11][CH3:10])([CH3:4])([CH3:3])[CH3:2]. (3) Given the reactants [CH3:1][NH2:2].CS(O[CH2:8][CH2:9][CH2:10][CH2:11][CH2:12][CH2:13][CH2:14][CH2:15]/[CH:16]=[CH:17]\[CH2:18][CH2:19][CH2:20][CH2:21][CH2:22][CH2:23][CH2:24][CH3:25])(=O)=O, predict the reaction product. The product is: [CH3:1][N:2]([CH2:8][CH2:9][CH2:10][CH2:11][CH2:12][CH2:13][CH2:14][CH2:15]/[CH:16]=[CH:17]\[CH2:18][CH2:19][CH2:20][CH2:21][CH2:22][CH2:23][CH2:24][CH3:25])[CH2:8][CH2:9][CH2:10][CH2:11][CH2:12][CH2:13][CH2:14][CH2:15]/[CH:16]=[CH:17]\[CH2:18][CH2:19][CH2:20][CH2:21][CH2:22][CH2:23][CH2:24][CH3:25]. (4) The product is: [O:33]=[C:34]1[C:42]2[C:37](=[CH:38][CH:39]=[C:40]([C:43]3[CH:44]=[CH:45][C:46]([NH:49][C:50](=[O:61])[C:51]4[CH:56]=[CH:55][C:54]([C:57]([F:59])([F:58])[F:60])=[CH:53][CH:52]=4)=[CH:47][CH:48]=3)[CH:41]=2)[CH2:36][N:35]1[CH:62]1[CH2:67][CH2:66][CH2:65][CH:64]([C:68]([OH:70])=[O:69])[CH2:63]1. Given the reactants C(NC1C=CC(C2C=C3C(CN([C@@H](C(C)C)C(O)=O)C3=O)=CC=2)=CC=1)(=O)C1C=CC=CC=1.[O:33]=[C:34]1[C:42]2[C:37](=[CH:38][CH:39]=[C:40]([C:43]3[CH:48]=[CH:47][C:46]([NH:49][C:50](=[O:61])[C:51]4[CH:56]=[CH:55][C:54]([C:57]([F:60])([F:59])[F:58])=[CH:53][CH:52]=4)=[CH:45][CH:44]=3)[CH:41]=2)[CH2:36][N:35]1[CH:62]1[CH2:67][CH2:66][CH2:65][CH:64]([C:68]([O:70]C)=[O:69])[CH2:63]1, predict the reaction product. (5) The product is: [NH2:38][C@@H:36]([C:32]1[CH:31]=[C:30]([C:2]2[C:20]([F:21])=[CH:19][CH:18]=[C:4]([CH2:5][O:6][C:7]3[CH:12]=[CH:11][CH:10]=[CH:9][C:8]=3[CH2:13][C:14]([OH:16])=[O:15])[CH:3]=2)[CH:35]=[CH:34][CH:33]=1)[CH3:37]. Given the reactants Br[C:2]1[CH:3]=[C:4]([CH:18]=[CH:19][C:20]=1[F:21])[CH2:5][O:6][C:7]1[CH:12]=[CH:11][CH:10]=[CH:9][C:8]=1[CH2:13][C:14]([O:16]C)=[O:15].CC1(C)C(C)(C)OB([C:30]2[CH:31]=[C:32]([C@H:36]([NH:38]C(=O)OC(C)(C)C)[CH3:37])[CH:33]=[CH:34][CH:35]=2)O1, predict the reaction product. (6) Given the reactants [CH3:1][C:2]([C:4]1[CH:9]=[CH:8][CH:7]=[C:6](Br)[CH:5]=1)=[O:3].[F:11][C:12]([F:23])([F:22])[C:13]1[CH:18]=[CH:17][C:16](B(O)O)=[CH:15][CH:14]=1.C([O-])([O-])=O.[Na+].[Na+], predict the reaction product. The product is: [F:11][C:12]([F:23])([F:22])[C:13]1[CH:18]=[CH:17][C:16]([C:6]2[CH:7]=[CH:8][CH:9]=[C:4]([C:2](=[O:3])[CH3:1])[CH:5]=2)=[CH:15][CH:14]=1. (7) Given the reactants Cl[C:2]1[CH:7]=[CH:6][C:5]([CH:8]([CH3:10])[CH3:9])=[CH:4][N:3]=1.[CH2:11]([NH2:18])[C:12]1[CH:17]=[CH:16][CH:15]=[CH:14][CH:13]=1.CC(C)([O-])C.[Na+], predict the reaction product. The product is: [CH2:11]([N:18]1[CH:4]=[C:5]([CH:8]([CH3:10])[CH3:9])[CH:6]=[CH:7][CH:2]1[NH2:3])[C:12]1[CH:17]=[CH:16][CH:15]=[CH:14][CH:13]=1.